This data is from NCI-60 drug combinations with 297,098 pairs across 59 cell lines. The task is: Regression. Given two drug SMILES strings and cell line genomic features, predict the synergy score measuring deviation from expected non-interaction effect. (1) Drug 1: C1=CN(C=N1)CC(O)(P(=O)(O)O)P(=O)(O)O. Drug 2: CC(C)CN1C=NC2=C1C3=CC=CC=C3N=C2N. Cell line: HOP-62. Synergy scores: CSS=-3.67, Synergy_ZIP=2.41, Synergy_Bliss=2.84, Synergy_Loewe=-2.77, Synergy_HSA=-1.96. (2) Drug 1: CC12CCC(CC1=CCC3C2CCC4(C3CC=C4C5=CN=CC=C5)C)O. Drug 2: CC1=C(C(CCC1)(C)C)C=CC(=CC=CC(=CC(=O)O)C)C. Cell line: COLO 205. Synergy scores: CSS=-7.81, Synergy_ZIP=7.83, Synergy_Bliss=4.32, Synergy_Loewe=-7.95, Synergy_HSA=-6.99. (3) Drug 1: CC(C1=C(C=CC(=C1Cl)F)Cl)OC2=C(N=CC(=C2)C3=CN(N=C3)C4CCNCC4)N. Drug 2: C1C(C(OC1N2C=NC3=C2NC=NCC3O)CO)O. Cell line: NCIH23. Synergy scores: CSS=19.9, Synergy_ZIP=-4.58, Synergy_Bliss=0.954, Synergy_Loewe=0.682, Synergy_HSA=1.12. (4) Drug 1: CC(C)CN1C=NC2=C1C3=CC=CC=C3N=C2N. Drug 2: COCCOC1=C(C=C2C(=C1)C(=NC=N2)NC3=CC=CC(=C3)C#C)OCCOC.Cl. Cell line: U251. Synergy scores: CSS=-11.9, Synergy_ZIP=10.5, Synergy_Bliss=4.82, Synergy_Loewe=-13.5, Synergy_HSA=-13.8. (5) Drug 1: CC(CN1CC(=O)NC(=O)C1)N2CC(=O)NC(=O)C2. Drug 2: CNC(=O)C1=NC=CC(=C1)OC2=CC=C(C=C2)NC(=O)NC3=CC(=C(C=C3)Cl)C(F)(F)F. Cell line: A498. Synergy scores: CSS=28.7, Synergy_ZIP=-11.1, Synergy_Bliss=-6.82, Synergy_Loewe=-5.70, Synergy_HSA=-4.84. (6) Drug 1: C1C(C(OC1N2C=C(C(=O)NC2=O)F)CO)O. Drug 2: CC=C1C(=O)NC(C(=O)OC2CC(=O)NC(C(=O)NC(CSSCCC=C2)C(=O)N1)C(C)C)C(C)C. Cell line: CAKI-1. Synergy scores: CSS=13.6, Synergy_ZIP=2.40, Synergy_Bliss=2.71, Synergy_Loewe=-43.2, Synergy_HSA=-0.684.